Dataset: Forward reaction prediction with 1.9M reactions from USPTO patents (1976-2016). Task: Predict the product of the given reaction. (1) Given the reactants [CH3:1][O:2][C:3]1[C:12]([O:13][CH3:14])=[N:11][C:10]2[C:9]([C:15](Cl)=[O:16])=[C:8]([CH3:18])[C:7]([N+:19]([O-:21])=[O:20])=[CH:6][C:5]=2[N:4]=1.Cl.[NH2:23][C@H:24]([C:32]([O:34][C:35]([CH3:38])([CH3:37])[CH3:36])=[O:33])[CH2:25][C:26]1[CH:31]=[CH:30][CH:29]=[CH:28][CH:27]=1, predict the reaction product. The product is: [CH3:1][O:2][C:3]1[C:12]([O:13][CH3:14])=[N:11][C:10]2[C:9]([C:15]([NH:23][C@@H:24]([CH2:25][C:26]3[CH:27]=[CH:28][CH:29]=[CH:30][CH:31]=3)[C:32]([O:34][C:35]([CH3:37])([CH3:36])[CH3:38])=[O:33])=[O:16])=[C:8]([CH3:18])[C:7]([N+:19]([O-:21])=[O:20])=[CH:6][C:5]=2[N:4]=1. (2) Given the reactants C([Li])CCC.[Cl:6][C:7]1[CH:12]=[CH:11][C:10]([S:13]([CH2:16][C:17]2[CH:22]=[C:21]([F:23])[CH:20]=[CH:19][C:18]=2[F:24])(=[O:15])=[O:14])=[CH:9][CH:8]=1.[CH:25](=[O:29])[CH2:26][CH2:27][CH3:28].[Cl-].[NH4+], predict the reaction product. The product is: [Cl:6][C:7]1[CH:12]=[CH:11][C:10]([S:13]([CH:16]([C:17]2[CH:22]=[C:21]([F:23])[CH:20]=[CH:19][C:18]=2[F:24])[CH:25]([OH:29])[CH2:26][CH2:27][CH3:28])(=[O:15])=[O:14])=[CH:9][CH:8]=1. (3) The product is: [CH:2]([C:3]1[N:25]=[C:23]([NH:22][CH2:21][CH2:20][C:14]2[CH:19]=[CH:18][CH:17]=[CH:16][CH:15]=2)[S:24][CH:4]=1)([CH3:6])[CH3:1]. Given the reactants [CH3:1][CH:2]([CH3:6])[C:3](=O)[CH3:4].BrBr.C([O-])(=O)C.[Na+].[C:14]1([CH2:20][CH2:21][NH:22][C:23]([NH2:25])=[S:24])[CH:19]=[CH:18][CH:17]=[CH:16][CH:15]=1.C(=O)([O-])O.[Na+], predict the reaction product. (4) Given the reactants [CH3:1][O:2][C:3]1[CH:10]=[CH:9][C:6]([CH2:7][OH:8])=[CH:5][CH:4]=1.[Cl:11][C:12]1[C:17]([Cl:18])=[CH:16][CH:15]=[CH:14][C:13]=1[S:19]([NH:22][C:23]1[C:28](Cl)=[N:27][C:26]([Cl:30])=[CH:25][N:24]=1)(=[O:21])=[O:20], predict the reaction product. The product is: [Cl:11][C:12]1[C:17]([Cl:18])=[CH:16][CH:15]=[CH:14][C:13]=1[S:19]([NH:22][C:23]1[C:28]([O:8][CH2:7][C:6]2[CH:9]=[CH:10][C:3]([O:2][CH3:1])=[CH:4][CH:5]=2)=[N:27][C:26]([Cl:30])=[CH:25][N:24]=1)(=[O:21])=[O:20]. (5) Given the reactants [NH2:1][C@@H:2]1[CH2:7][CH2:6][N:5]([CH2:8][CH2:9][N:10]2[C:19]3[C:14](=[CH:15][CH:16]=[C:17]([C:20]#[N:21])[CH:18]=3)[CH:13]=[CH:12][C:11]2=[O:22])[CH2:4][C@H:3]1[O:23][CH3:24].[O:25]=[C:26]1[CH2:31][O:30][C:29]2[CH:32]=[CH:33][C:34]([CH:36]=O)=[N:35][C:28]=2[NH:27]1.C(O[BH-](OC(=O)C)OC(=O)C)(=O)C.[Na+].CO, predict the reaction product. The product is: [CH3:24][O:23][C@H:3]1[C@H:2]([NH:1][CH2:36][C:34]2[CH:33]=[CH:32][C:29]3[O:30][CH2:31][C:26](=[O:25])[NH:27][C:28]=3[N:35]=2)[CH2:7][CH2:6][N:5]([CH2:8][CH2:9][N:10]2[C:19]3[C:14](=[CH:15][CH:16]=[C:17]([C:20]#[N:21])[CH:18]=3)[CH:13]=[CH:12][C:11]2=[O:22])[CH2:4]1. (6) Given the reactants Cl[C:2]1[C:11]2[CH:10]=[C:9]3[N:12]=[CH:13][N:14]=[C:8]3[CH2:7][C:6]=2[N:5]=[CH:4][C:3]=1[C:15]#[N:16].Br.[Br:18][C:19]1[CH:25]=[C:24]([Cl:26])[C:23]([O:27][CH3:28])=[CH:22][C:20]=1[NH2:21].Cl.N1C=CC=CC=1.C(=O)(O)[O-].[Na+], predict the reaction product. The product is: [Br:18][C:19]1[CH:25]=[C:24]([Cl:26])[C:23]([O:27][CH3:28])=[CH:22][C:20]=1[NH:21][C:2]1[C:11]2[CH:10]=[C:9]3[N:12]=[CH:13][N:14]=[C:8]3[CH2:7][C:6]=2[N:5]=[CH:4][C:3]=1[C:15]#[N:16]. (7) Given the reactants [F:1][C:2]1[CH:3]=[C:4]2[C:9](=[CH:10][CH:11]=1)[CH:8]=[C:7](C(O)=O)[CH:6]=[CH:5]2.C([N:17]([CH2:20]C)CC)C.C1C=CC(P(N=[N+]=[N-])(C2C=CC=CC=2)=[O:29])=CC=1.[CH2:39]([OH:41])[CH3:40], predict the reaction product. The product is: [CH2:39]([O:41][C:20](=[O:29])[NH:17][C:7]1[CH:6]=[CH:5][C:4]2[C:9](=[CH:10][CH:11]=[C:2]([F:1])[CH:3]=2)[CH:8]=1)[CH3:40]. (8) Given the reactants FC1C=C([C:11]2[N:16]=[C:15]3[N:17]([CH2:20][C:21]4[CH:22]=[C:23]5[C:28](=[CH:29][CH:30]=4)[N:27]=[CH:26][CH:25]=[CH:24]5)[N:18]=[N:19][C:14]3=[CH:13][CH:12]=2)C=C(F)C=1C(O)=O.[Cl:32][C:33]1[CH:34]=[C:35](B(O)O)[CH:36]=[CH:37][C:38]=1[C:39]([O:41][CH3:42])=[O:40].[C:46]([O-])(=O)C.[K+], predict the reaction product. The product is: [Cl:32][C:33]1[CH:34]=[C:35]([C:11]2[N:16]=[C:15]3[N:17]([CH2:20][C:21]4[CH:22]=[C:23]5[C:28](=[CH:29][CH:30]=4)[N:27]=[C:26]([CH3:46])[CH:25]=[CH:24]5)[N:18]=[N:19][C:14]3=[CH:13][CH:12]=2)[CH:36]=[CH:37][C:38]=1[C:39]([O:41][CH3:42])=[O:40]. (9) Given the reactants [CH3:1][O:2][C:3]1[CH:8]=[C:7]([CH2:9][N:10]2[CH2:14][CH2:13][CH2:12][CH2:11]2)[CH:6]=[CH:5][C:4]=1[OH:15].CC(C)([O-])C.[K+].CS(O[C@H:27]1[CH2:30][C@@H:29]([CH2:31][N:32]2[CH2:37][CH2:36][O:35][CH2:34][CH2:33]2)[CH2:28]1)(=O)=O, predict the reaction product. The product is: [CH3:1][O:2][C:3]1[CH:8]=[C:7]([CH2:9][N:10]2[CH2:14][CH2:13][CH2:12][CH2:11]2)[CH:6]=[CH:5][C:4]=1[O:15][C@H:27]1[CH2:28][C@H:29]([CH2:31][N:32]2[CH2:33][CH2:34][O:35][CH2:36][CH2:37]2)[CH2:30]1.